The task is: Regression. Given a peptide amino acid sequence and an MHC pseudo amino acid sequence, predict their binding affinity value. This is MHC class I binding data.. This data is from Peptide-MHC class I binding affinity with 185,985 pairs from IEDB/IMGT. (1) The peptide sequence is LPESDLDKV. The binding affinity (normalized) is 0.188. The MHC is HLA-B51:01 with pseudo-sequence HLA-B51:01. (2) The peptide sequence is STGNYVHCF. The MHC is HLA-A01:01 with pseudo-sequence HLA-A01:01. The binding affinity (normalized) is 0.337. (3) The peptide sequence is CARISSRES. The MHC is HLA-A30:01 with pseudo-sequence HLA-A30:01. The binding affinity (normalized) is 0.411.